This data is from Peptide-MHC class I binding affinity with 185,985 pairs from IEDB/IMGT. The task is: Regression. Given a peptide amino acid sequence and an MHC pseudo amino acid sequence, predict their binding affinity value. This is MHC class I binding data. (1) The peptide sequence is SGKLKVPEW. The MHC is Mamu-B3901 with pseudo-sequence Mamu-B3901. The binding affinity (normalized) is 0.728. (2) The peptide sequence is RGDKQRGGK. The MHC is HLA-A03:01 with pseudo-sequence HLA-A03:01. The binding affinity (normalized) is 0.562. (3) The peptide sequence is RVCAEMVAK. The MHC is HLA-A02:03 with pseudo-sequence HLA-A02:03. The binding affinity (normalized) is 0.0847.